This data is from Full USPTO retrosynthesis dataset with 1.9M reactions from patents (1976-2016). The task is: Predict the reactants needed to synthesize the given product. Given the product [NH2:1][C:2]1[C:11]2=[N:12][N:13]([CH2:21][CH2:22][O:23][CH3:24])[C:14]([CH2:15][C:16]([CH3:20])([CH3:19])[C:17]([NH2:18])=[O:27])=[C:10]2[C:9]2[CH:8]=[CH:7][CH:6]=[CH:5][C:4]=2[N:3]=1, predict the reactants needed to synthesize it. The reactants are: [NH2:1][C:2]1[C:11]2=[N:12][N:13]([CH2:21][CH2:22][O:23][CH3:24])[C:14]([CH2:15][C:16]([CH3:20])([CH3:19])[C:17]#[N:18])=[C:10]2[C:9]2[CH:8]=[CH:7][CH:6]=[CH:5][C:4]=2[N:3]=1.C([OH:27])C.[OH-].[Na+].OO.